Dataset: Full USPTO retrosynthesis dataset with 1.9M reactions from patents (1976-2016). Task: Predict the reactants needed to synthesize the given product. (1) Given the product [Cl:42][C:17]1[N:22]=[C:21]([C:23]2[CH:24]=[C:25]([NH:29][C:30](=[O:33])[CH:31]=[CH2:32])[CH:26]=[CH:27][CH:28]=2)[C:20]([NH:34][C:35]2[CH:40]=[CH:39][CH:38]=[C:37]([F:41])[CH:36]=2)=[CH:19][N:18]=1, predict the reactants needed to synthesize it. The reactants are: FC1N(C)C(O)CN(C2C=CC(N[C:17]3[N:22]=[C:21]([C:23]4[CH:24]=[C:25]([NH:29][C:30](=[O:33])[CH:31]=[CH2:32])[CH:26]=[CH:27][CH:28]=4)[C:20]([NH:34][C:35]4[CH:40]=[CH:39][CH:38]=[C:37]([F:41])[CH:36]=4)=[CH:19][N:18]=3)=CC=2)C1.[Cl:42]C1N=C(Cl)C(NC2C=CC=C(F)C=2)=CN=1.C(NC1C=C(B(O)O)C=CC=1)(=O)C=C. (2) Given the product [CH3:14][N:15]([CH3:19])[CH2:16][C:17]#[C:18][C:33]1[CH:32]=[CH:31][C:30]([N+:27]([O-:29])=[O:28])=[CH:35][C:34]=1[C:36]([F:37])([F:38])[F:39], predict the reactants needed to synthesize it. The reactants are: P(C(C)(C)C)(C(C)(C)C)C(C)(C)C.[CH3:14][N:15]([CH3:19])[CH2:16][C:17]#[CH:18].N(C(C)C)C(C)C.[N+:27]([C:30]1[CH:31]=[CH:32][C:33](Br)=[C:34]([C:36]([F:39])([F:38])[F:37])[CH:35]=1)([O-:29])=[O:28].